From a dataset of Cav3 T-type calcium channel HTS with 100,875 compounds. Binary Classification. Given a drug SMILES string, predict its activity (active/inactive) in a high-throughput screening assay against a specified biological target. (1) The molecule is O=C1N(CCC1)CCCNC(=O)c1n(c2nc3n(c(=O)c2c1)cccc3C)C. The result is 0 (inactive). (2) The molecule is S(CC(=O)NC(C)(C)C)c1n(Cc2occc2)c(nn1)c1occc1. The result is 0 (inactive).